From a dataset of M1 muscarinic receptor antagonist screen with 61,756 compounds. Binary Classification. Given a drug SMILES string, predict its activity (active/inactive) in a high-throughput screening assay against a specified biological target. (1) The drug is O(CCCCC)c1ccc(OC(=O)c2ccncc2)cc1. The result is 0 (inactive). (2) The molecule is ONC(C(NO)C)(C)C. The result is 0 (inactive). (3) The drug is O=C(NCCCCCC(O)=O)c1cc(OC)c(OC)c(OC)c1. The result is 0 (inactive).